This data is from Full USPTO retrosynthesis dataset with 1.9M reactions from patents (1976-2016). The task is: Predict the reactants needed to synthesize the given product. (1) Given the product [C:3]([NH:40][CH:13]([C:15]1[C:20]([Cl:21])=[CH:19][C:18]([C:22]([F:23])([F:24])[F:25])=[CH:17][N:16]=1)[CH2:9][NH:8][C:32]([C:28]1[S:29][CH:30]=[CH:31][C:27]=1[I:26])=[O:34])(=[O:5])[CH3:2], predict the reactants needed to synthesize it. The reactants are: F[C:2](F)(F)[C:3]([OH:5])=O.[NH2:8][CH:9]([CH:13]([C:15]1[C:20]([Cl:21])=[CH:19][C:18]([C:22]([F:25])([F:24])[F:23])=[CH:17][N:16]=1)C)C(N)=O.[I:26][C:27]1[CH:31]=[CH:30][S:29][C:28]=1[C:32]([OH:34])=O.O.[Cl-].COC1N=C(OC)N=C([N+]2(C)CCOCC2)[N:40]=1.C(N(CC)CC)C. (2) Given the product [Si:1]([O:8][C@H:9]([C@H:34]1[CH2:38][C@@H:37]([O:39][CH2:40][CH2:41][CH3:42])[CH2:36][N:35]1[C:43]([O:45][C:46]([CH3:47])([CH3:49])[CH3:48])=[O:44])[C@@H:10]([NH:20][C:54](=[O:56])[C:53]1[CH:57]=[C:58]([N:60]2[CH2:64][CH2:63][CH2:62][C:61]2=[O:65])[CH:59]=[C:51]([OH:50])[CH:52]=1)[CH2:11][C:12]1[CH:17]=[C:16]([F:18])[CH:15]=[C:14]([F:19])[CH:13]=1)([C:4]([CH3:7])([CH3:5])[CH3:6])([CH3:3])[CH3:2], predict the reactants needed to synthesize it. The reactants are: [Si:1]([O:8][C@H:9]([C@H:34]1[CH2:38][C@@H:37]([O:39][CH2:40][CH2:41][CH3:42])[CH2:36][N:35]1[C:43]([O:45][C:46]([CH3:49])([CH3:48])[CH3:47])=[O:44])[C@@H:10]([NH:20]C(=O)C1C=C(C)C=C(C(OC)=O)C=1)[CH2:11][C:12]1[CH:17]=[C:16]([F:18])[CH:15]=[C:14]([F:19])[CH:13]=1)([C:4]([CH3:7])([CH3:6])[CH3:5])([CH3:3])[CH3:2].[OH:50][C:51]1[CH:52]=[C:53]([CH:57]=[C:58]([N:60]2[CH2:64][CH2:63][CH2:62][C:61]2=[O:65])[CH:59]=1)[C:54]([OH:56])=O.BrC1C=C(C=C(C(OC)=O)C=1)C(N[C@@H](CC1C=C(F)C=C(F)C=1)[C@@H]([C@H]1C[C@@H](OCCC)CN1C(OC(C)(C)C)=O)O[Si](C(C)(C)C)(C)C)=O.N([O-])=O.[Na+]. (3) Given the product [CH2:1]([O:5][CH2:6][CH2:7][O:8][C:9]1[CH:10]=[CH:11][C:12]([C:15]2[CH:20]=[CH:19][C:18]([N:21]3[CH2:25][CH2:24][CH2:23][CH2:22]3)=[C:17](/[CH:26]=[C:27](\[CH2:33][CH3:34])/[C:28]([OH:30])=[O:29])[CH:16]=2)=[CH:13][CH:14]=1)[CH2:2][CH2:3][CH3:4], predict the reactants needed to synthesize it. The reactants are: [CH2:1]([O:5][CH2:6][CH2:7][O:8][C:9]1[CH:14]=[CH:13][C:12]([C:15]2[CH:20]=[CH:19][C:18]([N:21]3[CH2:25][CH2:24][CH2:23][CH2:22]3)=[C:17](/[CH:26]=[C:27](\[CH2:33][CH3:34])/[C:28]([O:30]CC)=[O:29])[CH:16]=2)=[CH:11][CH:10]=1)[CH2:2][CH2:3][CH3:4].[OH-].[Na+].Cl. (4) The reactants are: [CH2:1]1[O:11][C:10]2[C:3](=[C:4]([CH:7]=[CH:8][CH:9]=2)[CH:5]=O)[O:2]1.ClC1C=[C:15](C=CC=1)[CH:16]=[O:17].[CH3:21][Si:22](N[Si:22]([CH3:24])([CH3:23])[CH3:21])([CH3:24])[CH3:23].C([Li])CCC.C[Si](Cl)(C)C.C([N:42](CC)CC)C.C(Cl)(=O)C. Given the product [O:11]1[C:10]2[CH:9]=[CH:8][CH:7]=[C:4]([CH:5]=[N:42][C:16]([O:15][Si:22]([CH3:24])([CH3:23])[CH3:21])=[CH2:17])[C:3]=2[O:2][CH2:1]1, predict the reactants needed to synthesize it. (5) Given the product [O:16]=[C:12]1[CH2:13][CH2:14][CH2:15][N:11]1[C:4]12[CH2:10][CH:8]3[CH2:9][C:2]([NH:1][CH2:24][C:25]([N:27]4[CH2:31][CH2:30][CH2:29][C@H:28]4[C:32]#[N:33])=[O:26])([CH2:3]1)[CH:6]([CH2:7]3)[CH2:5]2, predict the reactants needed to synthesize it. The reactants are: [NH2:1][C:2]12[CH2:9][CH:8]3[CH2:10][C:4]([N:11]4[CH2:15][CH2:14][CH2:13][C:12]4=[O:16])([CH2:5][CH:6]1[CH2:7]3)[CH2:3]2.C([O-])([O-])=O.[K+].[K+].Cl[CH2:24][C:25]([N:27]1[CH2:31][CH2:30][CH2:29][C@H:28]1[C:32]#[N:33])=[O:26]. (6) Given the product [OH:30][CH2:29][CH2:28][CH2:27][O:8][C:7]1[C:2]([CH3:1])=[CH:3][C:4]([CH2:10][CH2:11][C:12]([C:14]2[S:21][C:20]([CH3:22])=[C:19]3[C:15]=2[CH2:16][C@H:17]2[C:23]([CH3:25])([CH3:24])[C@H:18]23)=[O:13])=[CH:5][C:6]=1[CH3:9], predict the reactants needed to synthesize it. The reactants are: [CH3:1][C:2]1[CH:3]=[C:4]([CH2:10][CH2:11][C:12]([C:14]2[S:21][C:20]([CH3:22])=[C:19]3[C:15]=2[CH2:16][C@H:17]2[C:23]([CH3:25])([CH3:24])[C@H:18]23)=[O:13])[CH:5]=[C:6]([CH3:9])[C:7]=1[OH:8].Br[CH2:27][CH2:28][CH2:29][OH:30]. (7) Given the product [CH3:1][O:2][C:3]1[CH:30]=[CH:29][C:6]([CH2:7][N:8]2[C:16]3[CH:15]=[C:14]([CH3:17])[N:13]=[C:12]([NH:18][CH:19]4[CH2:24][CH2:23][O:22][CH2:21][CH2:20]4)[C:11]=3[C:10]([C:32]3[CH:37]=[C:36]([C:38]([F:41])([F:40])[F:39])[CH:35]=[CH:34][N:33]=3)=[N:9]2)=[CH:5][CH:4]=1, predict the reactants needed to synthesize it. The reactants are: [CH3:1][O:2][C:3]1[CH:30]=[CH:29][C:6]([CH2:7][N:8]2[C:16]3[CH:15]=[C:14]([CH3:17])[N:13]=[C:12]([NH:18][CH:19]4[CH2:24][CH2:23][O:22][CH2:21][CH2:20]4)[C:11]=3[C:10]([Sn](C)(C)C)=[N:9]2)=[CH:5][CH:4]=1.Br[C:32]1[CH:37]=[C:36]([C:38]([F:41])([F:40])[F:39])[CH:35]=[CH:34][N:33]=1.[Li+].[Cl-].